Dataset: Forward reaction prediction with 1.9M reactions from USPTO patents (1976-2016). Task: Predict the product of the given reaction. (1) Given the reactants [Cl:1][C:2]1[N:7]=[C:6]([Cl:8])[C:5]([CH:9]([CH3:12])[CH2:10][OH:11])=[C:4]([Cl:13])[N:3]=1, predict the reaction product. The product is: [Cl:1][C:2]1[N:3]=[C:4]([Cl:13])[C:5]([CH:9]([CH3:12])[CH:10]=[O:11])=[C:6]([Cl:8])[N:7]=1. (2) Given the reactants [Cl:1][C:2]1[CH:28]=[CH:27][C:5]([CH2:6][NH:7][C:8]([C:10]2[C:11]([OH:26])=[C:12]3[CH:18]=[C:17]([CH2:19][N:20]4[CH2:25][CH2:24][O:23][CH2:22][CH2:21]4)[S:16][C:13]3=[N:14][CH:15]=2)=[O:9])=[CH:4][CH:3]=1.C(=O)([O-])[O-].[K+].[K+].I[CH2:36][CH2:37][CH3:38].O, predict the reaction product. The product is: [Cl:1][C:2]1[CH:28]=[CH:27][C:5]([CH2:6][NH:7][C:8]([C:10]2[C:11](=[O:26])[C:12]3[CH:18]=[C:17]([CH2:19][N:20]4[CH2:21][CH2:22][O:23][CH2:24][CH2:25]4)[S:16][C:13]=3[N:14]([CH2:36][CH2:37][CH3:38])[CH:15]=2)=[O:9])=[CH:4][CH:3]=1. (3) Given the reactants Br[CH:2]=[C:3]1[C:9]2[CH:10]=[CH:11][C:12]([O:14][CH3:15])=[CH:13][C:8]=2[CH2:7][CH2:6][C:5]2[CH:16]=[CH:17][CH:18]=[CH:19][C:4]1=2.[CH3:20][S:21]([NH:24][C:25]1[CH:30]=[CH:29][C:28](B(O)O)=[CH:27][CH:26]=1)(=[O:23])=[O:22], predict the reaction product. The product is: [CH3:15][O:14][C:12]1[CH:11]=[CH:10][C:9]2[C:3](=[CH:2][C:26]3[CH:27]=[CH:28][CH:29]=[CH:30][C:25]=3[NH:24][S:21]([CH3:20])(=[O:23])=[O:22])[C:4]3[CH:19]=[CH:18][CH:17]=[CH:16][C:5]=3[CH2:6][CH2:7][C:8]=2[CH:13]=1. (4) The product is: [CH3:1][C:2]1[CH:3]=[CH:4][C:5]2[O:9][C:8]([C:10]3[C:22]([OH:23])=[CH:21][C:20]4[C:19]5[C:14](=[CH:15][C:16]([C:25]6[O:26][C:27]7[CH:33]=[CH:32][C:31]([CH3:34])=[CH:30][C:28]=7[N:29]=6)=[CH:17][CH:18]=5)[C:13]([CH2:38][CH2:39][CH3:40])([CH2:35][CH2:36][CH3:37])[C:12]=4[CH:11]=3)=[N:7][C:6]=2[CH:41]=1. Given the reactants [CH3:1][C:2]1[CH:3]=[CH:4][C:5]2[O:9][C:8]([C:10]3[C:22]([O:23]C)=[CH:21][C:20]4[C:19]5[C:14](=[CH:15][C:16]([C:25]6[O:26][C:27]7[CH:33]=[CH:32][C:31]([CH3:34])=[CH:30][C:28]=7[N:29]=6)=[CH:17][CH:18]=5)[C:13]([CH2:38][CH2:39][CH3:40])([CH2:35][CH2:36][CH3:37])[C:12]=4[CH:11]=3)=[N:7][C:6]=2[CH:41]=1.[I-].[Li+], predict the reaction product. (5) Given the reactants [F:1][C:2]([F:44])([F:43])[C:3]1[CH:4]=[C:5]([C@H:13]([O:15][C@H:16]2[CH2:24][N:23]3[C@@H:18]([CH2:19][C:20]([C:26]4[CH2:35][CH2:34][C:29]5(OCC[O:30]5)[CH2:28][CH:27]=4)=[CH:21][C:22]3=[O:25])[C@@H:17]2[C:36]2[CH:41]=[CH:40][C:39]([F:42])=[CH:38][CH:37]=2)[CH3:14])[CH:6]=[C:7]([C:9]([F:12])([F:11])[F:10])[CH:8]=1.CC1C=CC(S([O-])(=O)=O)=CC=1.C1C=C[NH+]=CC=1.O, predict the reaction product. The product is: [F:12][C:9]([F:10])([F:11])[C:7]1[CH:6]=[C:5]([C@H:13]([O:15][C@H:16]2[CH2:24][N:23]3[C@@H:18]([CH2:19][C:20]([C:26]4[CH2:35][CH2:34][C:29](=[O:30])[CH2:28][CH:27]=4)=[CH:21][C:22]3=[O:25])[C@@H:17]2[C:36]2[CH:41]=[CH:40][C:39]([F:42])=[CH:38][CH:37]=2)[CH3:14])[CH:4]=[C:3]([C:2]([F:1])([F:43])[F:44])[CH:8]=1.